Task: Predict the reaction yield, written as a fraction of the theoretical maximum amount of product (1.0 means a 100% yield; for example, 0.34 means a 34% yield).. Dataset: Reaction yield outcomes from USPTO patents with 853,638 reactions (1) The reactants are [C:1]([C:3]1C=C(C=CC=1)N)#N.[CH3:10][N:11]1[CH2:16][CH2:15][N:14]([C:17]2[CH:22]=[CH:21][N:20]=[C:19]([NH:23][C:24]3[CH:25]=[C:26]([CH:29]=[CH:30][CH:31]=3)[C:27]#[N:28])[N:18]=2)[CH:13]([C:32]2[CH:37]=[CH:36][CH:35]=[CH:34][CH:33]=2)[C:12]1=[O:38].CC1C=CC(S(O)(=O)=O)=CC=1. No catalyst specified. The product is [CH2:10]([N:11]1[CH2:16][CH2:15][N:14]([C:17]2[CH:22]=[CH:21][N:20]=[C:19]([NH:23][C:24]3[CH:25]=[C:26]([CH:29]=[CH:30][CH:31]=3)[C:27]#[N:28])[N:18]=2)[CH:13]([C:32]2[CH:33]=[CH:34][CH:35]=[CH:36][CH:37]=2)[C:12]1=[O:38])[CH:1]=[CH2:3]. The yield is 0.570. (2) The catalyst is C(#N)C. The product is [N:1]([C:4]1[CH:15]=[CH:14][C:7]([C:8]([NH:10][CH2:11][CH2:12][N:26]2[CH2:27][CH2:28][N:23]([CH3:22])[CH2:24][CH2:25]2)=[O:9])=[CH:6][CH:5]=1)=[N+:2]=[N-:3]. The reactants are [N:1]([C:4]1[CH:15]=[CH:14][C:7]([C:8]([NH:10][CH2:11][CH2:12]Br)=[O:9])=[CH:6][CH:5]=1)=[N+:2]=[N-:3].C(=O)([O-])[O-].[K+].[K+].[CH3:22][N:23]1[CH2:28][CH2:27][NH:26][CH2:25][CH2:24]1. The yield is 0.247.